This data is from TCR-epitope binding with 47,182 pairs between 192 epitopes and 23,139 TCRs. The task is: Binary Classification. Given a T-cell receptor sequence (or CDR3 region) and an epitope sequence, predict whether binding occurs between them. (1) The epitope is KLGGALQAK. The TCR CDR3 sequence is CASMRQGSAGELFF. Result: 1 (the TCR binds to the epitope). (2) The epitope is FLNGSCGSV. The TCR CDR3 sequence is CASSLYGNTEAFF. Result: 1 (the TCR binds to the epitope). (3) The epitope is FVRATATIPI. The TCR CDR3 sequence is CASSQDERGGLADTQYF. Result: 0 (the TCR does not bind to the epitope). (4) The epitope is FPPTSFGPL. The TCR CDR3 sequence is CASSYDGGVETQYF. Result: 1 (the TCR binds to the epitope). (5) The epitope is FTYASALWEI. The TCR CDR3 sequence is CASSQGTISYEQYF. Result: 0 (the TCR does not bind to the epitope). (6) The epitope is VTIAEILLI. The TCR CDR3 sequence is CASRTDASPGANVLTF. Result: 1 (the TCR binds to the epitope). (7) The epitope is ELAGIGILTV. The TCR CDR3 sequence is CATSDLFNNEQFF. Result: 1 (the TCR binds to the epitope). (8) The epitope is AYILFTRFFYV. The TCR CDR3 sequence is CASSRDSLTYNEQFF. Result: 0 (the TCR does not bind to the epitope). (9) The epitope is LEPLVDLPI. The TCR CDR3 sequence is CASSQDGGAYNEQFF. Result: 0 (the TCR does not bind to the epitope).